Dataset: NCI-60 drug combinations with 297,098 pairs across 59 cell lines. Task: Regression. Given two drug SMILES strings and cell line genomic features, predict the synergy score measuring deviation from expected non-interaction effect. (1) Drug 1: C(=O)(N)NO. Drug 2: C1C(C(OC1N2C=NC3=C2NC=NCC3O)CO)O. Cell line: SN12C. Synergy scores: CSS=4.27, Synergy_ZIP=1.69, Synergy_Bliss=1.55, Synergy_Loewe=5.18, Synergy_HSA=2.78. (2) Drug 1: C1=C(C(=O)NC(=O)N1)F. Drug 2: COCCOC1=C(C=C2C(=C1)C(=NC=N2)NC3=CC=CC(=C3)C#C)OCCOC.Cl. Cell line: SN12C. Synergy scores: CSS=26.9, Synergy_ZIP=-3.04, Synergy_Bliss=2.25, Synergy_Loewe=4.00, Synergy_HSA=4.58.